Task: Predict the reactants needed to synthesize the given product.. Dataset: Full USPTO retrosynthesis dataset with 1.9M reactions from patents (1976-2016) (1) Given the product [ClH:1].[Cl:1][C:2]1[CH:7]=[C:6]([C:8]#[N:9])[N:5]=[C:4]([C:10]([NH:32][C:29]2[CH:30]=[CH:31][C:26]([C@@H:22]3[O:23][CH2:24][CH2:25][NH:20][CH2:21]3)=[C:27]([F:33])[CH:28]=2)=[O:12])[CH:3]=1, predict the reactants needed to synthesize it. The reactants are: [Cl:1][C:2]1[CH:7]=[C:6]([C:8]#[N:9])[N:5]=[C:4]([C:10]([OH:12])=O)[CH:3]=1.C(OC([N:20]1[CH2:25][CH2:24][O:23][C@@H:22]([C:26]2[CH:31]=[CH:30][C:29]([NH2:32])=[CH:28][C:27]=2[F:33])[CH2:21]1)=O)(C)(C)C. (2) Given the product [CH:33]([N:1]1[CH2:6][CH2:5][CH:4]([NH:7][C:8]([C:10]2[C:14]3[N:15]=[CH:16][N:17]=[C:18]([C:19]4[C:27]5[O:26][CH2:25][O:24][C:23]=5[CH:22]=[CH:21][C:20]=4[O:28][CH2:29][CH2:30][CH2:31][CH3:32])[C:13]=3[NH:12][CH:11]=2)=[O:9])[CH2:3][CH2:2]1)=[O:34], predict the reactants needed to synthesize it. The reactants are: [NH:1]1[CH2:6][CH2:5][CH:4]([NH:7][C:8]([C:10]2[C:14]3[N:15]=[CH:16][N:17]=[C:18]([C:19]4[C:27]5[O:26][CH2:25][O:24][C:23]=5[CH:22]=[CH:21][C:20]=4[O:28][CH2:29][CH2:30][CH2:31][CH3:32])[C:13]=3[NH:12][CH:11]=2)=[O:9])[CH2:3][CH2:2]1.[CH:33](OC(=O)C)=[O:34]. (3) Given the product [NH2:19][C:15]1[CH:16]=[CH:17][CH:18]=[C:11]([CH2:10][O:9][C:8]2[CH:22]=[CH:23][C:5]([Cl:4])=[C:6]([CH3:24])[CH:7]=2)[C:12]=1[C:13]#[N:14], predict the reactants needed to synthesize it. The reactants are: [Sn+2].[Cl-].Cl.[Cl:4][C:5]1[CH:23]=[CH:22][C:8]([O:9][CH2:10][C:11]2[CH:18]=[CH:17][CH:16]=[C:15]([N+:19]([O-])=O)[C:12]=2[C:13]#[N:14])=[CH:7][C:6]=1[CH3:24].[OH-].[K+]. (4) Given the product [Cl:1][C:2]1[CH:21]=[CH:20][C:5]([CH2:6][N:7]2[CH:12]=[N:11][C:10]([N:13]3[CH2:18][CH2:17][N:16]([C:34](=[O:35])[C:33]4[CH:37]=[CH:38][C:30]([F:29])=[CH:31][CH:32]=4)[CH2:15][CH2:14]3)=[N:9][C:8]2=[O:19])=[CH:4][CH:3]=1, predict the reactants needed to synthesize it. The reactants are: [Cl:1][C:2]1[CH:21]=[CH:20][C:5]([CH2:6][N:7]2[CH:12]=[N:11][C:10]([N:13]3[CH2:18][CH2:17][NH:16][CH2:15][CH2:14]3)=[N:9][C:8]2=[O:19])=[CH:4][CH:3]=1.C(N(CC)CC)C.[F:29][C:30]1[CH:38]=[CH:37][C:33]([C:34](Cl)=[O:35])=[CH:32][CH:31]=1.[Cl-].[NH4+]. (5) Given the product [C:28]([O:27][C:25](=[O:26])[N:14]([CH:11]1[CH2:10][CH2:9][C:6]2([O:5][CH2:4][C:3]([CH3:16])([CH3:2])[CH2:8][O:7]2)[CH2:13][CH2:12]1)[CH3:15])([CH3:29])([CH3:30])[CH3:31], predict the reactants needed to synthesize it. The reactants are: Cl.[CH3:2][C:3]1([CH3:16])[CH2:8][O:7][C:6]2([CH2:13][CH2:12][CH:11]([NH:14][CH3:15])[CH2:10][CH2:9]2)[O:5][CH2:4]1.[C:25](O[C:25]([O:27][C:28]([CH3:31])([CH3:30])[CH3:29])=[O:26])([O:27][C:28]([CH3:31])([CH3:30])[CH3:29])=[O:26].C(N(CC)CC)C.